From a dataset of Forward reaction prediction with 1.9M reactions from USPTO patents (1976-2016). Predict the product of the given reaction. (1) Given the reactants [Br:1][C:2]1[C:3]([F:10])=[C:4]([NH2:9])[C:5]([NH2:8])=[CH:6][CH:7]=1.[N:11]([O-])=O.[Na+], predict the reaction product. The product is: [Br:1][C:2]1[CH:7]=[CH:6][C:5]2[NH:8][N:11]=[N:9][C:4]=2[C:3]=1[F:10]. (2) Given the reactants [C:1]([NH:4][C:5]1[C:6]([Cl:17])=[N:7][C:8]([C:11]2[CH:16]=[CH:15][CH:14]=[CH:13][CH:12]=2)=[N:9][CH:10]=1)(=[O:3])[CH3:2].Cl.[NH2:19][C@H:20]([C:25]([OH:27])=[O:26])C(C)(C)C.[CH2:28](N(CC)CC)C.[CH:35](O)([CH3:37])[CH3:36], predict the reaction product. The product is: [ClH:17].[C:35]([O:27][C:25](=[O:26])[CH2:20][NH:19][C:6]1[C:5]([NH:4][C:1](=[O:3])[CH3:2])=[CH:10][N:9]=[C:8]([C:11]2[CH:16]=[CH:15][CH:14]=[CH:13][CH:12]=2)[N:7]=1)([CH3:37])([CH3:28])[CH3:36].